From a dataset of CYP3A4 inhibition data for predicting drug metabolism from PubChem BioAssay. Regression/Classification. Given a drug SMILES string, predict its absorption, distribution, metabolism, or excretion properties. Task type varies by dataset: regression for continuous measurements (e.g., permeability, clearance, half-life) or binary classification for categorical outcomes (e.g., BBB penetration, CYP inhibition). Dataset: cyp3a4_veith. (1) The drug is CN(C)S(=O)(=O)Oc1ccccc1C(=O)Nc1cccc(C(F)(F)F)c1. The result is 1 (inhibitor). (2) The molecule is O=C(CN1CCN(S(=O)(=O)c2ccc(Cl)cc2)CC1)Nc1ccc2c(c1)OCO2. The result is 1 (inhibitor). (3) The drug is CCCS(=O)(=O)N1CCCC(C(=O)NCCCN(C)Cc2ccccc2)C1. The result is 0 (non-inhibitor).